Dataset: Catalyst prediction with 721,799 reactions and 888 catalyst types from USPTO. Task: Predict which catalyst facilitates the given reaction. Reactant: Br[C:2]1([C:8]([O:10][CH3:11])=[O:9])[CH2:7][CH2:6][CH2:5][CH2:4][CH2:3]1.C(N(C(C)C)CC)(C)C.[Br:21][C:22]1[CH:27]=[CH:26][CH:25]=[CH:24][C:23]=1[SH:28]. Product: [Br:21][C:22]1[CH:27]=[CH:26][CH:25]=[CH:24][C:23]=1[S:28][C:2]1([C:8]([O:10][CH3:11])=[O:9])[CH2:7][CH2:6][CH2:5][CH2:4][CH2:3]1. The catalyst class is: 5.